Dataset: NCI-60 drug combinations with 297,098 pairs across 59 cell lines. Task: Regression. Given two drug SMILES strings and cell line genomic features, predict the synergy score measuring deviation from expected non-interaction effect. (1) Drug 1: C1=CC(=C2C(=C1NCCNCCO)C(=O)C3=C(C=CC(=C3C2=O)O)O)NCCNCCO. Drug 2: CCC1(C2=C(COC1=O)C(=O)N3CC4=CC5=C(C=CC(=C5CN(C)C)O)N=C4C3=C2)O.Cl. Cell line: SNB-75. Synergy scores: CSS=61.3, Synergy_ZIP=0.332, Synergy_Bliss=2.87, Synergy_Loewe=3.75, Synergy_HSA=4.39. (2) Drug 1: C1CCC(C1)C(CC#N)N2C=C(C=N2)C3=C4C=CNC4=NC=N3. Drug 2: COC1=C2C(=CC3=C1OC=C3)C=CC(=O)O2. Cell line: LOX IMVI. Synergy scores: CSS=9.98, Synergy_ZIP=-1.96, Synergy_Bliss=1.84, Synergy_Loewe=0.0117, Synergy_HSA=0.683. (3) Cell line: NCIH23. Drug 1: CC1=C2C(C(=O)C3(C(CC4C(C3C(C(C2(C)C)(CC1OC(=O)C(C(C5=CC=CC=C5)NC(=O)OC(C)(C)C)O)O)OC(=O)C6=CC=CC=C6)(CO4)OC(=O)C)OC)C)OC. Drug 2: CC1=C(N=C(N=C1N)C(CC(=O)N)NCC(C(=O)N)N)C(=O)NC(C(C2=CN=CN2)OC3C(C(C(C(O3)CO)O)O)OC4C(C(C(C(O4)CO)O)OC(=O)N)O)C(=O)NC(C)C(C(C)C(=O)NC(C(C)O)C(=O)NCCC5=NC(=CS5)C6=NC(=CS6)C(=O)NCCC[S+](C)C)O. Synergy scores: CSS=40.3, Synergy_ZIP=-11.9, Synergy_Bliss=-15.0, Synergy_Loewe=-12.7, Synergy_HSA=-10.4. (4) Drug 1: COC1=CC(=CC(=C1O)OC)C2C3C(COC3=O)C(C4=CC5=C(C=C24)OCO5)OC6C(C(C7C(O6)COC(O7)C8=CC=CS8)O)O. Drug 2: C1=CC(=CC=C1CCCC(=O)O)N(CCCl)CCCl. Cell line: HT29. Synergy scores: CSS=33.6, Synergy_ZIP=-10.4, Synergy_Bliss=-14.3, Synergy_Loewe=-41.3, Synergy_HSA=-11.0. (5) Drug 1: CC1=C(C(CCC1)(C)C)C=CC(=CC=CC(=CC(=O)O)C)C. Drug 2: COCCOC1=C(C=C2C(=C1)C(=NC=N2)NC3=CC=CC(=C3)C#C)OCCOC.Cl. Cell line: OVCAR-8. Synergy scores: CSS=4.80, Synergy_ZIP=-0.923, Synergy_Bliss=0.932, Synergy_Loewe=-0.204, Synergy_HSA=0.862. (6) Drug 1: CC1C(C(CC(O1)OC2CC(OC(C2O)C)OC3=CC4=CC5=C(C(=O)C(C(C5)C(C(=O)C(C(C)O)O)OC)OC6CC(C(C(O6)C)O)OC7CC(C(C(O7)C)O)OC8CC(C(C(O8)C)O)(C)O)C(=C4C(=C3C)O)O)O)O. Drug 2: COCCOC1=C(C=C2C(=C1)C(=NC=N2)NC3=CC=CC(=C3)C#C)OCCOC.Cl. Cell line: TK-10. Synergy scores: CSS=48.8, Synergy_ZIP=-7.84, Synergy_Bliss=-1.40, Synergy_Loewe=1.27, Synergy_HSA=2.21. (7) Drug 1: CCC1(CC2CC(C3=C(CCN(C2)C1)C4=CC=CC=C4N3)(C5=C(C=C6C(=C5)C78CCN9C7C(C=CC9)(C(C(C8N6C=O)(C(=O)OC)O)OC(=O)C)CC)OC)C(=O)OC)O.OS(=O)(=O)O. Drug 2: C1=CN(C=N1)CC(O)(P(=O)(O)O)P(=O)(O)O. Cell line: TK-10. Synergy scores: CSS=0.771, Synergy_ZIP=0.603, Synergy_Bliss=0.643, Synergy_Loewe=-1.45, Synergy_HSA=-1.56.